From a dataset of Forward reaction prediction with 1.9M reactions from USPTO patents (1976-2016). Predict the product of the given reaction. (1) Given the reactants O=[C:2]1[CH2:6][CH2:5][CH:4]([C:7]([OH:9])=[O:8])[CH2:3]1.Cl.[CH2:11]([O:18][C:19]1[CH:25]=[CH:24][C:22]([NH2:23])=[CH:21][CH:20]=1)[C:12]1[CH:17]=[CH:16][CH:15]=[CH:14][CH:13]=1.C([BH3-])#N.CC(O)=O, predict the reaction product. The product is: [CH2:11]([O:18][C:19]1[CH:20]=[CH:21][C:22]([NH:23][CH:2]2[CH2:6][CH2:5][CH:4]([C:7]([OH:9])=[O:8])[CH2:3]2)=[CH:24][CH:25]=1)[C:12]1[CH:13]=[CH:14][CH:15]=[CH:16][CH:17]=1. (2) Given the reactants [N:1]1[CH:6]=[CH:5][C:4]([S:7][CH2:8][C:9]2[CH:10]=[C:11]([CH2:15][OH:16])[CH:12]=[CH:13][CH:14]=2)=[CH:3][CH:2]=1.[OH:17][C:18]1[C:23]([CH3:24])=[C:22](O)[CH:21]=[CH:20][C:19]=1[C:26](=[O:32])[CH2:27][C:28]([CH3:31])([CH3:30])[CH3:29], predict the reaction product. The product is: [OH:17][C:18]1[C:23]([CH3:24])=[C:22]([O:16][CH2:15][C:11]2[CH:12]=[CH:13][CH:14]=[C:9]([CH2:8][S:7][C:4]3[CH:5]=[CH:6][N:1]=[CH:2][CH:3]=3)[CH:10]=2)[CH:21]=[CH:20][C:19]=1[C:26](=[O:32])[CH2:27][C:28]([CH3:30])([CH3:29])[CH3:31]. (3) The product is: [C:11]1([C@H:24]([NH:21][C:2]2[C:3]3[CH:10]=[C:9]([C:11]4[CH:18]=[CH:17][C:14]([C:15]#[N:16])=[CH:13][CH:12]=4)[NH:8][C:4]=3[N:5]=[CH:6][N:7]=2)[CH3:25])[CH:18]=[CH:17][CH:14]=[CH:13][CH:12]=1. Given the reactants Cl[C:2]1[C:3]2[CH:10]=[C:9]([C:11]3[CH:18]=[CH:17][C:14]([C:15]#[N:16])=[CH:13][CH:12]=3)[NH:8][C:4]=2[N:5]=[CH:6][N:7]=1.C([N:21]([CH2:24][CH3:25])CC)C, predict the reaction product. (4) Given the reactants [Cl:1][C:2]1[CH:7]=[CH:6][C:5]([C:8](=O)[CH2:9][CH2:10][CH2:11][CH2:12][N:13]2[CH2:18][CH2:17][CH:16]([C:19]3[CH:20]=[C:21]([NH:25][C:26](=[O:30])[CH:27]([CH3:29])[CH3:28])[CH:22]=[CH:23][CH:24]=3)[CH2:15][CH2:14]2)=[CH:4][CH:3]=1.Cl.[CH3:33][C:34]1[CH:39]=[CH:38][C:37]([NH:40]N)=[CH:36][CH:35]=1, predict the reaction product. The product is: [Cl:1][C:2]1[CH:7]=[CH:6][C:5]([C:8]2[NH:40][C:37]3[C:38]([C:9]=2[CH2:10][CH2:11][CH2:12][N:13]2[CH2:18][CH2:17][CH:16]([C:19]4[CH:20]=[C:21]([NH:25][C:26](=[O:30])[CH:27]([CH3:29])[CH3:28])[CH:22]=[CH:23][CH:24]=4)[CH2:15][CH2:14]2)=[CH:39][C:34]([CH3:33])=[CH:35][CH:36]=3)=[CH:4][CH:3]=1. (5) The product is: [F:24][C:17]1[CH:16]=[C:15]([C:13]2[CH2:12][O:9][C:8](=[O:10])[C:7]=2[C:1]2[CH:6]=[CH:5][CH:4]=[CH:3][CH:2]=2)[CH:20]=[C:19]([F:21])[C:18]=1[S:22][CH3:23]. Given the reactants [C:1]1([CH2:7][C:8]([OH:10])=[O:9])[CH:6]=[CH:5][CH:4]=[CH:3][CH:2]=1.Br[CH2:12][C:13]([C:15]1[CH:20]=[C:19]([F:21])[C:18]([S:22][CH3:23])=[C:17]([F:24])[CH:16]=1)=O.C(N(C(C)C)CC)(C)C.N12CCCN=C1CCCCC2.Cl, predict the reaction product. (6) Given the reactants [Br-].[C:2]([CH2:5][C:6]1[CH:23]=[CH:22][C:9]([CH2:10][N+:11]2[C:15]3[CH:16]=[CH:17][C:18]([F:20])=[CH:19][C:14]=3[O:13][C:12]=2[CH3:21])=[CH:8][CH:7]=1)([OH:4])=[O:3].[C:24]1([NH:30][CH:31]=NC2C=CC=CC=2)[CH:29]=[CH:28][CH:27]=[CH:26][CH:25]=1.C(O)(=O)C, predict the reaction product. The product is: [C:2]([O-:4])(=[O:3])[CH3:5].[NH:30](/[CH:31]=[CH:21]/[C:12]1[O:13][C:14]2[CH:19]=[C:18]([F:20])[CH:17]=[CH:16][C:15]=2[N+:11]=1[CH2:10][C:9]1[CH:22]=[CH:23][C:6]([CH2:5][C:2]([OH:4])=[O:3])=[CH:7][CH:8]=1)[C:24]1[CH:29]=[CH:28][CH:27]=[CH:26][CH:25]=1. (7) Given the reactants [N:1]([C:4]1[C:5]2[NH:12][CH:11]=[C:10]([C@@H:13]3[N:17]([C:18]([O:20][C:21]([CH3:24])([CH3:23])[CH3:22])=[O:19])[C@@H:16]4[CH2:25][O:26][Si:27]([CH:40]([CH3:42])[CH3:41])([CH:37]([CH3:39])[CH3:38])[O:28][Si:29]([CH:34]([CH3:36])[CH3:35])([CH:31]([CH3:33])[CH3:32])[O:30][C@H:15]4[C@H:14]3[OH:43])[C:6]=2[N:7]=[CH:8][N:9]=1)=[N+:2]=[N-:3].[C:44]([O:48][C:49]([NH:51][C@@H:52]([CH:56]([CH3:58])[CH3:57])[C:53](O)=[O:54])=[O:50])([CH3:47])([CH3:46])[CH3:45].Cl.C(N=C=NCCCN(C)C)C, predict the reaction product. The product is: [N:1]([C:4]1[C:5]2[NH:12][CH:11]=[C:10]([C@@H:13]3[N:17]([C:18]([O:20][C:21]([CH3:24])([CH3:23])[CH3:22])=[O:19])[C@@H:16]4[CH2:25][O:26][Si:27]([CH:40]([CH3:42])[CH3:41])([CH:37]([CH3:39])[CH3:38])[O:28][Si:29]([CH:34]([CH3:35])[CH3:36])([CH:31]([CH3:33])[CH3:32])[O:30][C@H:15]4[C@H:14]3[O:43][C:53](=[O:54])[C@@H:52]([NH:51][C:49]([O:48][C:44]([CH3:45])([CH3:47])[CH3:46])=[O:50])[CH:56]([CH3:58])[CH3:57])[C:6]=2[N:7]=[CH:8][N:9]=1)=[N+:2]=[N-:3]. (8) Given the reactants Cl[C:2]1[N:7]=[C:6]([C:8]2[N:12]3[CH:13]=[CH:14][C:15]([C:17]([CH3:27])([O:19][Si:20]([CH2:25][CH3:26])([CH2:23][CH3:24])[CH2:21][CH3:22])[CH3:18])=[N:16][C:11]3=[N:10][CH:9]=2)[CH:5]=[CH:4][N:3]=1.C([Sn](CCCC)(CCCC)[C:33]1[O:34][CH:35]=[CH:36][CH:37]=1)CCC, predict the reaction product. The product is: [O:34]1[CH:35]=[CH:36][CH:37]=[C:33]1[C:2]1[N:7]=[C:6]([C:8]2[N:12]3[CH:13]=[CH:14][C:15]([C:17]([CH3:27])([O:19][Si:20]([CH2:25][CH3:26])([CH2:23][CH3:24])[CH2:21][CH3:22])[CH3:18])=[N:16][C:11]3=[N:10][CH:9]=2)[CH:5]=[CH:4][N:3]=1. (9) The product is: [CH3:8][CH2:7][O:6][C:4]([CH:3]1[C:14]([CH3:16])([CH3:15])[CH:13]1[CH:12]=[C:10]([CH3:11])[CH3:9])=[O:5]. Given the reactants [N+](=[CH:3][C:4]([O:6][CH2:7][CH3:8])=[O:5])=[N-].[CH3:9][C:10](=[CH:12][CH:13]=[C:14]([CH3:16])[CH3:15])[CH3:11], predict the reaction product.